Dataset: Forward reaction prediction with 1.9M reactions from USPTO patents (1976-2016). Task: Predict the product of the given reaction. (1) Given the reactants [Na+].[CH:2]1[C:15]2[C:6](=[CH:7][C:8]3[C:13]([C:14]=2[C:16]([O:18][CH2:19][C:20]([F:26])([F:25])[S:21]([O-:24])(=[O:23])=[O:22])=[O:17])=[CH:12][CH:11]=[CH:10][CH:9]=3)[CH:5]=[CH:4][CH:3]=1.[Na].FC(F)(F)S([O-])(=O)=O.[C:36]1([CH:42]([SH+:49][C:50]2[CH:55]=[CH:54][CH:53]=[CH:52][CH:51]=2)[C:43]2[CH:48]=[CH:47][CH:46]=[CH:45][CH:44]=2)[CH:41]=[CH:40][CH:39]=[CH:38][CH:37]=1, predict the reaction product. The product is: [C:43]1([CH:42]([SH+:49][C:50]2[CH:55]=[CH:54][CH:53]=[CH:52][CH:51]=2)[C:36]2[CH:41]=[CH:40][CH:39]=[CH:38][CH:37]=2)[CH:44]=[CH:45][CH:46]=[CH:47][CH:48]=1.[F:26][C:20]([F:25])([S:21]([OH:24])(=[O:23])=[O:22])[CH2:19][O:18][C:16]([C:14]1[C:13]2[C:8]([CH:7]=[C:6]3[C:15]=1[CH:2]=[CH:3][CH:4]=[CH:5]3)=[CH:9][CH:10]=[CH:11][CH:12]=2)=[O:17]. (2) Given the reactants [F:1][C:2]1[CH:7]=[CH:6][C:5]([CH2:8][CH2:9][C:10]([O:12]CC)=[O:11])=[CH:4][C:3]=1[NH:15][C:16]([C:18]1[C:27]2[C:22](=[CH:23][CH:24]=[CH:25][CH:26]=2)[CH:21]=[C:20]([C:28]2[CH:33]=[CH:32][CH:31]=[C:30]([F:34])[CH:29]=2)[CH:19]=1)=[O:17].O[Li].O, predict the reaction product. The product is: [F:1][C:2]1[CH:7]=[CH:6][C:5]([CH2:8][CH2:9][C:10]([OH:12])=[O:11])=[CH:4][C:3]=1[NH:15][C:16]([C:18]1[C:27]2[C:22](=[CH:23][CH:24]=[CH:25][CH:26]=2)[CH:21]=[C:20]([C:28]2[CH:33]=[CH:32][CH:31]=[C:30]([F:34])[CH:29]=2)[CH:19]=1)=[O:17]. (3) The product is: [CH2:1]([C:4]([N:23]([C:24]([O:26][C:27]([CH3:29])([CH3:28])[CH3:30])=[O:25])[CH3:31])([CH2:10][CH2:11][CH2:12][CH2:13][B:14]1[O:18][C:17]([CH3:20])([CH3:19])[C:16]([CH3:21])([CH3:22])[O:15]1)[C:5]([O:7][CH2:8][CH3:9])=[O:6])[CH:2]=[CH2:3]. Given the reactants [CH2:1]([C:4]([NH:23][C:24]([O:26][C:27]([CH3:30])([CH3:29])[CH3:28])=[O:25])([CH2:10][CH2:11][CH2:12][CH2:13][B:14]1[O:18][C:17]([CH3:20])([CH3:19])[C:16]([CH3:22])([CH3:21])[O:15]1)[C:5]([O:7][CH2:8][CH3:9])=[O:6])[CH:2]=[CH2:3].[CH3:31][Si]([N-][Si](C)(C)C)(C)C.[Na+].CI, predict the reaction product. (4) Given the reactants [Cl:1][C:2]1[CH:3]=[C:4]2[C:12](=[N:13][CH:14]=1)[NH:11][C:10]1[CH2:9][CH:8]3[CH2:15][CH2:16][CH2:17][N:7]3[CH2:6][C:5]2=1.[H-].[Na+].[O:20]1[CH2:22][CH:21]1[C:23]1[CH:28]=[CH:27][N:26]=[CH:25][CH:24]=1, predict the reaction product. The product is: [Cl:1][C:2]1[CH:14]=[N:13][C:12]2[N:11]([CH2:22][CH:21]([C:23]3[CH:28]=[CH:27][N:26]=[CH:25][CH:24]=3)[OH:20])[C:10]3[CH2:9][CH:8]4[N:7]([CH2:17][CH2:16][CH2:15]4)[CH2:6][C:5]=3[C:4]=2[CH:3]=1. (5) Given the reactants [C:1]([NH:4][C:5]1[S:9][C:8]2[C:10]([O:15][CH2:16][CH2:17][N:18]([CH2:21][CH3:22])[CH2:19][CH3:20])=[C:11](Br)[CH:12]=[CH:13][C:7]=2[C:6]=1[C:23]([O:25][CH2:26][CH3:27])=[O:24])(=[O:3])[CH3:2].[CH3:28][O:29][C:30]1[CH:35]=[CH:34][C:33](B(O)O)=[CH:32][CH:31]=1.P([O-])([O-])([O-])=O.[K+].[K+].[K+], predict the reaction product. The product is: [C:1]([NH:4][C:5]1[S:9][C:8]2[C:10]([O:15][CH2:16][CH2:17][N:18]([CH2:21][CH3:22])[CH2:19][CH3:20])=[C:11]([C:33]3[CH:34]=[CH:35][C:30]([O:29][CH3:28])=[CH:31][CH:32]=3)[CH:12]=[CH:13][C:7]=2[C:6]=1[C:23]([O:25][CH2:26][CH3:27])=[O:24])(=[O:3])[CH3:2]. (6) Given the reactants [O:1]=[C:2]1[C:8]2=[CH:9][C:10]3[CH:11]=[CH:12][C:13]([C:16]([NH:18][C:19]4[CH:27]=[CH:26][CH:25]=[CH:24][C:20]=4[C:21]([OH:23])=O)=[O:17])=[CH:14][C:15]=3[N:7]2[CH2:6][CH2:5][CH2:4][NH:3]1.CN.C1COCC1.O[N:36]1[C:40]2C=CC=CC=2N=N1.C(N(CC)C(C)C)(C)C.C(N=C=NCCCN(C)C)C, predict the reaction product. The product is: [CH3:40][NH:36][C:21]([C:20]1[CH:24]=[CH:25][CH:26]=[CH:27][C:19]=1[NH:18][C:16]([C:13]1[CH:12]=[CH:11][C:10]2[CH:9]=[C:8]3[C:2](=[O:1])[NH:3][CH2:4][CH2:5][CH2:6][N:7]3[C:15]=2[CH:14]=1)=[O:17])=[O:23]. (7) The product is: [CH3:24][O:25][CH2:26][CH:27]([NH:28][C:8]([N:6]1[CH2:7][C:2](=[O:1])[NH:3][C:4]2[CH:23]=[CH:22][CH:21]=[N:20][C:5]1=2)=[O:10])[C:29]1[CH:30]=[CH:31][C:32]([O:35][C:36]([F:37])([F:39])[F:38])=[CH:33][CH:34]=1. Given the reactants [O:1]=[C:2]1[CH2:7][N:6]([C:8]([O:10]C2C=CC([N+]([O-])=O)=CC=2)=O)[C:5]2[N:20]=[CH:21][CH:22]=[CH:23][C:4]=2[NH:3]1.[CH3:24][O:25][CH2:26][CH:27]([C:29]1[CH:34]=[CH:33][C:32]([O:35][C:36]([F:39])([F:38])[F:37])=[CH:31][CH:30]=1)[NH2:28].C(N(CC)CC)C.C(=O)([O-])O.[Na+], predict the reaction product. (8) Given the reactants [OH:1][CH2:2][C:3]1[CH:4]=[CH:5][C:6]([CH3:10])=[C:7]([OH:9])[CH:8]=1.Br[CH2:12][CH2:13][CH2:14][CH2:15][CH2:16][CH2:17][CH2:18][CH2:19][CH:20]1[O:24][CH2:23][CH2:22][O:21]1.C(=O)([O-])[O-].[K+].[K+], predict the reaction product. The product is: [O:21]1[CH2:22][CH2:23][O:24][CH:20]1[CH2:19][CH2:18][CH2:17][CH2:16][CH2:15][CH2:14][CH2:13][CH2:12][O:9][C:7]1[CH:8]=[C:3]([CH2:2][OH:1])[CH:4]=[CH:5][C:6]=1[CH3:10].